This data is from Forward reaction prediction with 1.9M reactions from USPTO patents (1976-2016). The task is: Predict the product of the given reaction. (1) Given the reactants C(O[N:5]=[C:6]([C:8]1[C:13]([OH:14])=[CH:12][CH:11]=[CH:10][C:9]=1[OH:15])[CH3:7])(=O)C.Cl, predict the reaction product. The product is: [CH3:7][C:6]1[C:8]2=[C:13]([OH:14])[CH:12]=[CH:11][CH:10]=[C:9]2[O:15][N:5]=1. (2) Given the reactants [Cl:1][C:2]1[N:3]=[C:4]([C:9]([NH:11][C@@H:12]2[CH2:17][CH2:16][N:15](C(OC(C)(C)C)=O)[CH2:14][C@H:13]2[NH:25][CH:26]2[CH2:28][CH2:27]2)=[O:10])[NH:5][C:6]=1[CH2:7][CH3:8].Cl.O1CCOCC1.Br[C:37]1[S:38][C:39]2[C:45]([C:46]([O:48][CH2:49][CH3:50])=[O:47])=[CH:44][CH:43]=[CH:42][C:40]=2[N:41]=1.C(=O)([O-])[O-].[Na+].[Na+], predict the reaction product. The product is: [Cl:1][C:2]1[N:3]=[C:4]([C:9]([NH:11][C@@H:12]2[CH2:17][CH2:16][N:15]([C:37]3[S:38][C:39]4[C:45]([C:46]([O:48][CH2:49][CH3:50])=[O:47])=[CH:44][CH:43]=[CH:42][C:40]=4[N:41]=3)[CH2:14][C@H:13]2[NH:25][CH:26]2[CH2:27][CH2:28]2)=[O:10])[NH:5][C:6]=1[CH2:7][CH3:8]. (3) Given the reactants [N:1]1([C:5]2[S:6][C@H:7]3[O:13][C@H:12]([CH2:14][OH:15])[C@@H:11]([O:16][CH2:17][C:18]4[CH:23]=[CH:22][C:21]([O:24][CH3:25])=[CH:20][CH:19]=4)[C@H:10]([O:26][CH2:27][C:28]4[CH:33]=[CH:32][C:31]([O:34][CH3:35])=[CH:30][CH:29]=4)[C@H:8]3[N:9]=2)[CH2:4][CH2:3][CH2:2]1.C[Si]([N-][Si](C)(C)C)(C)C.[Na+].[CH2:46]([N:48]([CH2:52][CH3:53])[C:49](Cl)=[O:50])[CH3:47], predict the reaction product. The product is: [CH2:46]([N:48]([CH2:52][CH3:53])[C:49](=[O:50])[O:15][CH2:14][C@H:12]1[O:13][C@H:7]2[C@H:8]([N:9]=[C:5]([N:1]3[CH2:4][CH2:3][CH2:2]3)[S:6]2)[C@@H:10]([O:26][CH2:27][C:28]2[CH:29]=[CH:30][C:31]([O:34][CH3:35])=[CH:32][CH:33]=2)[C@@H:11]1[O:16][CH2:17][C:18]1[CH:19]=[CH:20][C:21]([O:24][CH3:25])=[CH:22][CH:23]=1)[CH3:47]. (4) Given the reactants [NH2:1][C:2]1([CH3:16])[CH2:7][CH2:6][N:5]([C:8]2[CH:13]=[CH:12][C:11](C#N)=[CH:10][N:9]=2)[CH2:4][CH2:3]1.Cl[CH2:18][C:19]([N:21]1[C@@H:25]([C:26]#[CH:27])[CH2:24][CH2:23][C@H:22]1[C:28]#[N:29])=[O:20].[C:30](#[N:32])C, predict the reaction product. The product is: [C:26]([C@@H:25]1[N:21]([C:19](=[O:20])[CH2:18][NH:1][C:2]2([CH3:16])[CH2:3][CH2:4][N:5]([C:8]3[C:13]([C:30]#[N:32])=[CH:12][CH:11]=[CH:10][N:9]=3)[CH2:6][CH2:7]2)[C@H:22]([C:28]#[N:29])[CH2:23][CH2:24]1)#[CH:27]. (5) Given the reactants [Mg].Br[CH2:3][CH2:4][CH2:5][CH:6]=[CH2:7].[CH3:8][C:9]([CH3:11])=[O:10].Cl, predict the reaction product. The product is: [CH3:8][C:9]([OH:10])([CH2:7][CH2:6][CH2:5][CH:4]=[CH2:3])[CH3:11]. (6) Given the reactants [C:1]([C:3]1[CH:8]=[CH:7][C:6]([C:9]2[CH:10]=[N:11][N:12]([C:15]3[CH:23]=[CH:22][C:18]([C:19](O)=[O:20])=[CH:17][N:16]=3)[C:13]=2[OH:14])=[C:5]([CH3:24])[CH:4]=1)#[N:2].[CH2:25]1[C:28]2([CH2:31][NH:30][CH2:29]2)[CH2:27][O:26]1.C(N(CC)CC)C.Cl.CN(C)CCCN=C=NCC, predict the reaction product. The product is: [CH2:25]1[C:28]2([CH2:31][N:30]([C:19]([C:18]3[CH:22]=[CH:23][C:15]([N:12]4[C:13]([OH:14])=[C:9]([C:6]5[CH:7]=[CH:8][C:3]([C:1]#[N:2])=[CH:4][C:5]=5[CH3:24])[CH:10]=[N:11]4)=[N:16][CH:17]=3)=[O:20])[CH2:29]2)[CH2:27][O:26]1. (7) The product is: [CH:1](=[N:9][CH2:13][C@H:12]([OH:14])[CH2:10][Cl:11])[C:2]1[CH:7]=[CH:6][CH:5]=[CH:4][CH:3]=1. Given the reactants [CH:1](=O)[C:2]1[CH:7]=[CH:6][CH:5]=[CH:4][CH:3]=1.[NH3:9].[CH2:10]([C@H:12]1[O:14][CH2:13]1)[Cl:11], predict the reaction product.